Dataset: Reaction yield outcomes from USPTO patents with 853,638 reactions. Task: Predict the reaction yield, written as a fraction of the theoretical maximum amount of product (1.0 means a 100% yield; for example, 0.34 means a 34% yield). (1) The reactants are [CH2:1]([S:3]([C:6]1[CH:7]=[C:8]([C:12]2[CH:20]=[C:19]([C:21]#[N:22])[CH:18]=[C:17]3[C:13]=2[C:14]2[CH:26]=[C:25]([CH3:27])[CH:24]=[N:23][C:15]=2[NH:16]3)[CH:9]=[CH:10][CH:11]=1)(=[O:5])=[O:4])[CH3:2].[N-:28]=[N+:29]=[N-:30].[Na+].[Cl-].[NH4+]. The catalyst is CN(C=O)C. The product is [CH2:1]([S:3]([C:6]1[CH:7]=[C:8]([C:12]2[CH:20]=[C:19]([C:21]3[N:28]=[N:29][NH:30][N:22]=3)[CH:18]=[C:17]3[C:13]=2[C:14]2[CH:26]=[C:25]([CH3:27])[CH:24]=[N:23][C:15]=2[NH:16]3)[CH:9]=[CH:10][CH:11]=1)(=[O:5])=[O:4])[CH3:2]. The yield is 0.770. (2) The reactants are C([O:3][C:4](=O)[CH2:5][NH:6][C:7]1[C:12]([C:13]#[N:14])=[CH:11][CH:10]=[CH:9][N:8]=1)C.C[O-].[Na+]. The catalyst is [Ni].CO. The product is [NH:6]1[C:7]2[N:8]=[CH:9][CH:10]=[CH:11][C:12]=2[CH2:13][NH:14][C:4](=[O:3])[CH2:5]1. The yield is 0.300. (3) The reactants are C([O:3][C:4]([C:6]1[C:10]([C:11](=O)[C:12]2[CH:17]=[CH:16][C:15]([O:18][CH3:19])=[CH:14][CH:13]=2)=[C:9]([CH3:21])[O:8][N:7]=1)=O)C.O.[NH2:23][NH2:24]. The catalyst is C(O)C. The product is [CH3:19][O:18][C:15]1[CH:16]=[CH:17][C:12]([C:11]2[C:10]3[C:6](=[N:7][O:8][C:9]=3[CH3:21])[C:4](=[O:3])[NH:23][N:24]=2)=[CH:13][CH:14]=1. The yield is 0.920.